This data is from Catalyst prediction with 721,799 reactions and 888 catalyst types from USPTO. The task is: Predict which catalyst facilitates the given reaction. (1) Reactant: [N:1]([C:4]1[CH:11]=[CH:10][C:7]([C:8]#[N:9])=[C:6]([C:12]([F:15])([F:14])[F:13])[CH:5]=1)=[C:2]=[S:3].[CH3:16][C:17]([NH:21][C:22]1[CH:27]=[CH:26][C:25]([CH3:28])=[CH:24][CH:23]=1)([CH3:20])[C:18]#N.C[OH:30].Cl. Product: [CH3:28][C:25]1[CH:26]=[CH:27][C:22]([N:21]2[C:17]([CH3:16])([CH3:20])[C:18](=[O:30])[N:1]([C:4]3[CH:11]=[CH:10][C:7]([C:8]#[N:9])=[C:6]([C:12]([F:13])([F:15])[F:14])[CH:5]=3)[C:2]2=[S:3])=[CH:23][CH:24]=1. The catalyst class is: 18. (2) Reactant: Cl[C:2]1[C:7]2[S:8][C:9]3[N:10]=[C:11]([CH3:21])[C:12]4[CH2:13][CH2:14][C:15]([CH3:20])([CH3:19])[CH2:16][C:17]=4[C:18]=3[C:6]=2[N:5]=[CH:4][N:3]=1.[N:22]1([CH2:28][CH2:29][NH2:30])[CH2:27][CH2:26][O:25][CH2:24][CH2:23]1. Product: [CH3:19][C:15]1([CH3:20])[CH2:14][CH2:13][C:12]2[C:11]([CH3:21])=[N:10][C:9]3[S:8][C:7]4[C:6](=[N:5][CH:4]=[N:3][C:2]=4[NH:30][CH2:29][CH2:28][N:22]4[CH2:27][CH2:26][O:25][CH2:24][CH2:23]4)[C:18]=3[C:17]=2[CH2:16]1. The catalyst class is: 8. (3) Reactant: [CH3:1][C:2]1[CH:7]=[CH:6][C:5]([S:8]([O:11][CH2:12][CH2:13][N:14]2[CH2:18][CH2:17][NH:16][C:15]2=[O:19])(=[O:10])=[O:9])=[CH:4][CH:3]=1.[CH3:20][Si]([N-][Si](C)(C)C)(C)C.[Na+].IC. Product: [CH3:1][C:2]1[CH:3]=[CH:4][C:5]([S:8]([O:11][CH2:12][CH2:13][N:14]2[CH2:18][CH2:17][N:16]([CH3:20])[C:15]2=[O:19])(=[O:10])=[O:9])=[CH:6][CH:7]=1. The catalyst class is: 1. (4) Reactant: C(=O)([O-])[O-].[K+].[K+].[F:7][C:8]([F:17])([F:16])[C:9]1[CH:14]=[CH:13][CH:12]=[CH:11][C:10]=1[OH:15].Cl[CH2:19][C:20]1[CH:21]=[C:22]2[C:26](=[CH:27][CH:28]=1)[CH2:25][C@H:24]([NH:29][S:30]([CH:33]([CH3:35])[CH3:34])(=[O:32])=[O:31])[CH2:23]2. Product: [F:7][C:8]([F:16])([F:17])[C:9]1[CH:14]=[CH:13][CH:12]=[CH:11][C:10]=1[O:15][CH2:19][C:20]1[CH:21]=[C:22]2[C:26](=[CH:27][CH:28]=1)[CH2:25][C@H:24]([NH:29][S:30]([CH:33]([CH3:35])[CH3:34])(=[O:32])=[O:31])[CH2:23]2. The catalyst class is: 3. (5) Reactant: CCOC(/N=N/C(OCC)=O)=O.[O:13]1[CH2:19][CH:18](O)[CH2:17][O:16][CH2:15][CH2:14]1.[O:21]=[C:22]1[C:30]2[C:25](=[CH:26][CH:27]=[CH:28][CH:29]=2)[C:24](=[O:31])[N:23]1[NH:32][C:33](=[O:39])[O:34][C:35]([CH3:38])([CH3:37])[CH3:36].C1(P(C2C=CC=CC=2)C2C=CC=CC=2)C=CC=CC=1. Product: [O:16]1[CH2:17][CH:18]([N:32]([N:23]2[C:22](=[O:21])[C:30]3[C:25](=[CH:26][CH:27]=[CH:28][CH:29]=3)[C:24]2=[O:31])[C:33](=[O:39])[O:34][C:35]([CH3:38])([CH3:37])[CH3:36])[CH2:19][O:13][CH2:14][CH2:15]1. The catalyst class is: 1.